This data is from Peptide-MHC class I binding affinity with 185,985 pairs from IEDB/IMGT. The task is: Regression. Given a peptide amino acid sequence and an MHC pseudo amino acid sequence, predict their binding affinity value. This is MHC class I binding data. (1) The peptide sequence is LPVFATIGL. The MHC is HLA-B08:02 with pseudo-sequence HLA-B08:02. The binding affinity (normalized) is 0.0847. (2) The peptide sequence is GYLEGTRTL. The MHC is HLA-A69:01 with pseudo-sequence HLA-A69:01. The binding affinity (normalized) is 0.0847. (3) The peptide sequence is MEAQFLYLY. The MHC is HLA-B18:01 with pseudo-sequence HLA-B18:01. The binding affinity (normalized) is 1.00. (4) The peptide sequence is MAMTGLPQA. The MHC is HLA-A80:01 with pseudo-sequence HLA-A80:01. The binding affinity (normalized) is 0.0847. (5) The peptide sequence is SGPSNTYPEI. The MHC is Mamu-B8301 with pseudo-sequence Mamu-B8301. The binding affinity (normalized) is 0.